From a dataset of Forward reaction prediction with 1.9M reactions from USPTO patents (1976-2016). Predict the product of the given reaction. (1) Given the reactants F[C:2](F)(F)[C:3](O)=[O:4].[NH2:8][CH:9]([CH2:14][C:15]1[CH:20]=[CH:19][C:18]([O:21][CH2:22][CH2:23][N:24]2[C:28]3[CH:29]=[CH:30][C:31]([C:33](=[O:40])[C:34]4[CH:39]=[CH:38][CH:37]=[CH:36][CH:35]=4)=[CH:32][C:27]=3[S:26][C:25]2=[O:41])=[CH:17][CH:16]=1)[C:10]([O:12][CH3:13])=[O:11].C(N(CC)CC)C.C(Cl)(=O)C, predict the reaction product. The product is: [C:3]([NH:8][CH:9]([CH2:14][C:15]1[CH:16]=[CH:17][C:18]([O:21][CH2:22][CH2:23][N:24]2[C:28]3[CH:29]=[CH:30][C:31]([C:33](=[O:40])[C:34]4[CH:35]=[CH:36][CH:37]=[CH:38][CH:39]=4)=[CH:32][C:27]=3[S:26][C:25]2=[O:41])=[CH:19][CH:20]=1)[C:10]([O:12][CH3:13])=[O:11])(=[O:4])[CH3:2]. (2) Given the reactants C[O:2][CH:3](OC)[CH2:4][N:5]([CH2:7][C:8]1[C:16]2[C:11](=[CH:12][CH:13]=[C:14]([CH3:17])[CH:15]=2)[N:10]([CH2:18][CH:19]([C:21]2[CH:22]=[N:23][CH:24]=[CH:25][CH:26]=2)[OH:20])[CH:9]=1)[CH3:6].N, predict the reaction product. The product is: [OH:20][CH:19]([C:21]1[CH:22]=[N:23][CH:24]=[CH:25][CH:26]=1)[CH2:18][N:10]1[C:11]2[CH:12]=[CH:13][C:14]([CH3:17])=[CH:15][C:16]=2[C:8]2[CH2:7][N:5]([CH3:6])[CH2:4][CH:3]([OH:2])[C:9]1=2. (3) Given the reactants [CH2:1]([O:8][C:9]1[C:10]([NH:16][C:17]2[S:18][CH:19]=[C:20]([CH2:22][CH2:23][C:24](O)=[O:25])[N:21]=2)=[N:11][CH:12]=[C:13]([Br:15])[CH:14]=1)[C:2]1[CH:7]=[CH:6][CH:5]=[CH:4][CH:3]=1.C(N(CC)C(C)C)(C)C.CN(C(F)=[N+](C)C)C.F[P-](F)(F)(F)(F)F.O[NH:52][C:53](=[NH:55])[CH3:54], predict the reaction product. The product is: [CH2:1]([O:8][C:9]1[C:10]([NH:16][C:17]2[S:18][CH:19]=[C:20]([CH2:22][CH2:23][C:24]3[O:25][N:55]=[C:53]([CH3:54])[N:52]=3)[N:21]=2)=[N:11][CH:12]=[C:13]([Br:15])[CH:14]=1)[C:2]1[CH:3]=[CH:4][CH:5]=[CH:6][CH:7]=1. (4) Given the reactants C([N:8]1[CH2:13][CH2:12][CH:11]([CH2:14][NH2:15])[CH2:10][CH2:9]1)(OC(C)(C)C)=O.CCN(C(C)C)C(C)C.[F:25][C:26]([F:41])([F:40])[C:27]1[CH:28]=[C:29]([CH:33]=[C:34]([C:36]([F:39])([F:38])[F:37])[CH:35]=1)[C:30](Cl)=[O:31].Cl, predict the reaction product. The product is: [NH:8]1[CH2:9][CH2:10][CH:11]([CH2:14][NH:15][C:30](=[O:31])[C:29]2[CH:33]=[C:34]([C:36]([F:37])([F:38])[F:39])[CH:35]=[C:27]([C:26]([F:25])([F:40])[F:41])[CH:28]=2)[CH2:12][CH2:13]1.